From a dataset of Peptide-MHC class I binding affinity with 185,985 pairs from IEDB/IMGT. Regression. Given a peptide amino acid sequence and an MHC pseudo amino acid sequence, predict their binding affinity value. This is MHC class I binding data. (1) The peptide sequence is KYNSHHFTF. The MHC is HLA-C14:02 with pseudo-sequence HLA-C14:02. The binding affinity (normalized) is 0.595. (2) The peptide sequence is YTGDFKSVI. The MHC is Patr-B0101 with pseudo-sequence Patr-B0101. The binding affinity (normalized) is 1.00. (3) The peptide sequence is HKELAITAL. The MHC is HLA-A02:01 with pseudo-sequence HLA-A02:01. The binding affinity (normalized) is 0.0847. (4) The peptide sequence is FATTPVCEY. The MHC is HLA-B27:03 with pseudo-sequence HLA-B27:03. The binding affinity (normalized) is 0.0847. (5) The peptide sequence is KIDYYIPYV. The MHC is HLA-A02:01 with pseudo-sequence HLA-A02:01. The binding affinity (normalized) is 1.00. (6) The peptide sequence is FPVKPQVPLR. The MHC is HLA-B07:02 with pseudo-sequence HLA-B07:02. The binding affinity (normalized) is 0.390. (7) The peptide sequence is LSPRTLNAW. The MHC is HLA-B07:02 with pseudo-sequence HLA-B07:02. The binding affinity (normalized) is 0.0521. (8) The peptide sequence is LLCKLSCAV. The MHC is HLA-B15:01 with pseudo-sequence HLA-B15:01. The binding affinity (normalized) is 0.442.